This data is from Catalyst prediction with 721,799 reactions and 888 catalyst types from USPTO. The task is: Predict which catalyst facilitates the given reaction. (1) Reactant: [NH2:1][C:2]1[CH:7]=[N:6][C:5]([Br:8])=[CH:4][N:3]=1.C(N(C(C)C)CC)(C)C.[CH:18]1([C:24](Cl)=[O:25])[CH2:23][CH2:22][CH2:21][CH2:20][CH2:19]1.[Cl-].[NH4+]. Product: [Br:8][C:5]1[N:6]=[CH:7][C:2]([NH:1][C:24]([CH:18]2[CH2:23][CH2:22][CH2:21][CH2:20][CH2:19]2)=[O:25])=[N:3][CH:4]=1. The catalyst class is: 7. (2) Reactant: [F:1][C:2]1[CH:3]=[C:4]([C:13]2[C:14]([C:19]3[CH:24]=[CH:23][CH:22]=[CH:21][CH:20]=3)=[N:15][O:16][C:17]=2[CH3:18])[CH:5]=[C:6]([F:12])[C:7]=1[S:8]([CH3:11])(=O)=O.[C:25]([O-:28])(=[O:27])[CH3:26].[Na+]. Product: [C:25]([O:28][CH2:11][S:8][C:7]1[C:2]([F:1])=[CH:3][C:4]([C:13]2[C:14]([C:19]3[CH:24]=[CH:23][CH:22]=[CH:21][CH:20]=3)=[N:15][O:16][C:17]=2[CH3:18])=[CH:5][C:6]=1[F:12])(=[O:27])[CH3:26]. The catalyst class is: 152. (3) Reactant: [Cl:1][C:2]1[CH:7]=[C:6]([Cl:8])[CH:5]=[C:4]([CH3:9])[C:3]=1[NH:10][C:11]([NH:13][C:14]1[C:15]([NH:24][CH2:25][CH2:26][OH:27])=[C:16]([CH:21]=[CH:22][CH:23]=1)[C:17]([O:19][CH3:20])=[O:18])=S.Cl.C(N=C=NCCCN(C)C)C.C(N(CC)CC)C.O. Product: [Cl:1][C:2]1[CH:7]=[C:6]([Cl:8])[CH:5]=[C:4]([CH3:9])[C:3]=1[NH:10][C:11]1[N:24]([CH2:25][CH2:26][OH:27])[C:15]2[C:16]([C:17]([O:19][CH3:20])=[O:18])=[CH:21][CH:22]=[CH:23][C:14]=2[N:13]=1. The catalyst class is: 7.